This data is from TCR-epitope binding with 47,182 pairs between 192 epitopes and 23,139 TCRs. The task is: Binary Classification. Given a T-cell receptor sequence (or CDR3 region) and an epitope sequence, predict whether binding occurs between them. The epitope is SLVKPSFYV. The TCR CDR3 sequence is CASSSLGDYNEQFF. Result: 1 (the TCR binds to the epitope).